Dataset: Forward reaction prediction with 1.9M reactions from USPTO patents (1976-2016). Task: Predict the product of the given reaction. (1) The product is: [S:1]1[CH:5]=[C:4]([CH2:6][N:7]([C@@H:8]([CH3:16])[CH:9]([O:10][CH2:11][CH3:12])[O:13][CH2:14][CH3:15])[C:40](=[O:41])[C@@H:39]([NH:38][C:36](=[O:37])[O:35][CH2:34][CH:32]2[C:33]3[CH:21]=[CH:22][CH:23]=[CH:24][C:25]=3[C:26]3[C:31]2=[CH:30][CH:29]=[CH:28][CH:27]=3)[CH2:43][C:44]2[CH:49]=[CH:48][C:47]([O:50][C:51]([CH3:54])([CH3:53])[CH3:52])=[CH:46][CH:45]=2)[C:3]2[CH:17]=[CH:18][CH:19]=[CH:20][C:2]1=2. Given the reactants [S:1]1[CH:5]=[C:4]([CH2:6][NH:7][C@@H:8]([CH3:16])[CH:9]([O:13][CH2:14][CH3:15])[O:10][CH2:11][CH3:12])[C:3]2[CH:17]=[CH:18][CH:19]=[CH:20][C:2]1=2.[CH:21]1[C:33]2[CH:32]([CH2:34][O:35][C:36]([NH:38][C@@H:39]([CH2:43][C:44]3[CH:49]=[CH:48][C:47]([O:50][C:51]([CH3:54])([CH3:53])[CH3:52])=[CH:46][CH:45]=3)[C:40](O)=[O:41])=[O:37])[C:31]3[C:26](=[CH:27][CH:28]=[CH:29][CH:30]=3)[C:25]=2[CH:24]=[CH:23][CH:22]=1, predict the reaction product. (2) The product is: [F:2][C:3]1[CH:4]=[CH:5][C:6]2[C:10]([CH:11]3[CH2:12][CH2:13][N:14]([CH2:17][CH2:18][C:19](=[CH:41][N:39]4[CH2:38][CH2:46][CH2:45][CH2:40]4)[C:20]([C:22]4[CH:23]=[CH:24][C:25]([F:28])=[CH:26][CH:27]=4)=[O:21])[CH2:15][CH2:16]3)=[CH:9][S:8][C:7]=2[CH:29]=1. Given the reactants Cl.[F:2][C:3]1[CH:4]=[CH:5][C:6]2[C:10]([CH:11]3[CH2:16][CH2:15][N:14]([CH2:17][CH2:18][CH2:19][C:20]([C:22]4[CH:27]=[CH:26][C:25]([F:28])=[CH:24][CH:23]=4)=[O:21])[CH2:13][CH2:12]3)=[CH:9][S:8][C:7]=2[CH:29]=1.C(=O)([O-])[O-].[K+].[K+].CO[CH:38](OC)[N:39]([CH3:41])[CH3:40].N1CC[CH2:46][CH2:45]1, predict the reaction product. (3) Given the reactants [Cl:1][C:2]1[CH:10]=[C:9]([F:11])[C:8]([C:12]2[CH:17]=[CH:16][CH:15]=[CH:14][N:13]=2)=[CH:7][C:3]=1[C:4]([OH:6])=O.[NH2:18][C:19]1[N:23]([C:24]2[CH:29]=[CH:28][CH:27]=[CH:26][CH:25]=2)[N:22]=[C:21]([C:30]([O:32][CH2:33][CH3:34])=[O:31])[CH:20]=1.C(N(CC)C(C)C)(C)C.CCCP(=O)=O, predict the reaction product. The product is: [Cl:1][C:2]1[CH:10]=[C:9]([F:11])[C:8]([C:12]2[CH:17]=[CH:16][CH:15]=[CH:14][N:13]=2)=[CH:7][C:3]=1[C:4]([NH:18][C:19]1[N:23]([C:24]2[CH:29]=[CH:28][CH:27]=[CH:26][CH:25]=2)[N:22]=[C:21]([C:30]([O:32][CH2:33][CH3:34])=[O:31])[CH:20]=1)=[O:6].